The task is: Predict the product of the given reaction.. This data is from Forward reaction prediction with 1.9M reactions from USPTO patents (1976-2016). (1) Given the reactants [NH2:1][C:2]1[CH:3]=[C:4]([O:8][S:9]([C:12]2[C:17]([F:18])=[C:16]([F:19])[C:15]([F:20])=[C:14]([F:21])[C:13]=2[F:22])(=[O:11])=[O:10])[CH:5]=[CH:6][CH:7]=1.[Cl:23][C:24]1[CH:25]=[C:26]([CH:30]=[C:31]([Cl:33])[CH:32]=1)[C:27](Cl)=[O:28].C(N(CC)CC)C, predict the reaction product. The product is: [F:18][C:17]1[C:16]([F:19])=[C:15]([F:20])[C:14]([F:21])=[C:13]([F:22])[C:12]=1[S:9]([O:8][C:4]1[CH:5]=[CH:6][CH:7]=[C:2]([NH:1][C:27]([C:26]2[CH:25]=[C:24]([Cl:23])[CH:32]=[C:31]([Cl:33])[CH:30]=2)=[O:28])[CH:3]=1)(=[O:11])=[O:10]. (2) Given the reactants Br[C:2]1[N:3]([CH2:10][C:11]([CH3:28])([OH:27])[CH2:12][N:13]2[CH2:19][CH2:18][CH2:17][N:16]([C:20]3[N:25]=[CH:24][C:23]([Br:26])=[CH:22][N:21]=3)[CH2:15][CH2:14]2)[CH:4]=[C:5]([N+:7]([O-:9])=[O:8])[N:6]=1.[H-].[Na+], predict the reaction product. The product is: [Br:26][C:23]1[CH:22]=[N:21][C:20]([N:16]2[CH2:17][CH2:18][CH2:19][N:13]([CH2:12][C:11]3([CH3:28])[O:27][C:2]4=[N:6][C:5]([N+:7]([O-:9])=[O:8])=[CH:4][N:3]4[CH2:10]3)[CH2:14][CH2:15]2)=[N:25][CH:24]=1.